This data is from Reaction yield outcomes from USPTO patents with 853,638 reactions. The task is: Predict the reaction yield, written as a fraction of the theoretical maximum amount of product (1.0 means a 100% yield; for example, 0.34 means a 34% yield). The yield is 0.800. The catalyst is ClCCl.[Fe]. The product is [Br:21][C:16]1[C:17]([CH3:19])=[CH:18][C:13]2[S:12][CH2:11][CH:10]([C:7]3[CH:8]=[CH:9][C:4]([CH:1]([CH3:3])[CH3:2])=[CH:5][CH:6]=3)[C:14]=2[C:15]=1[CH3:20]. The reactants are [CH:1]([C:4]1[CH:9]=[CH:8][C:7]([CH:10]2[C:14]3[C:15]([CH3:20])=[CH:16][C:17]([CH3:19])=[CH:18][C:13]=3[S:12][CH2:11]2)=[CH:6][CH:5]=1)([CH3:3])[CH3:2].[Br:21]Br.O.